From a dataset of HIV replication inhibition screening data with 41,000+ compounds from the AIDS Antiviral Screen. Binary Classification. Given a drug SMILES string, predict its activity (active/inactive) in a high-throughput screening assay against a specified biological target. (1) The molecule is O=c1oc2ccccc2c(O)c1C(c1cccs1)c1c(O)c2ccccc2oc1=O. The result is 0 (inactive). (2) The compound is CCOC(=O)C1Sc2ccccc2N=C1C. The result is 0 (inactive). (3) The result is 0 (inactive). The molecule is C=C1C(=O)C23C(O)C1CCC2C12CCCC(C)(C)C1C(O)C3(O)OC2. (4) The molecule is O=[N+]([O-])c1ccc(N=NN2CCCC2)cc1. The result is 0 (inactive). (5) The molecule is COC(=O)C(Cc1ccccc1)NC(=O)NC(C)C(=O)NC(C(=O)NC(C=O)Cc1ccccc1)C(C)C. The result is 0 (inactive). (6) The drug is COc1cc(C=C2SC(c3ccccc3)N(Cc3ccccc3)C2=O)cc(OC)c1OC. The result is 0 (inactive). (7) The molecule is O=C(OC1CCN(Cc2ccccc2)C1)C(O)(c1ccccc1)c1ccccc1. The result is 0 (inactive). (8) The drug is CC1=C(O)C(=O)C(C)=C(O)C1=O. The result is 0 (inactive).